Dataset: HIV replication inhibition screening data with 41,000+ compounds from the AIDS Antiviral Screen. Task: Binary Classification. Given a drug SMILES string, predict its activity (active/inactive) in a high-throughput screening assay against a specified biological target. (1) The result is 0 (inactive). The compound is O=C(NC=C1C(=O)Oc2ccccc2C1=O)Oc1ccccc1. (2) The compound is Brc1ccc2[nH]cc(C=NN3CCCCCC3)c2c1. The result is 0 (inactive). (3) The drug is Cc1ccc(S(=O)(=O)C(CC(NC=O)S(=O)(=O)c2ccc(C)cc2)NC=O)cc1. The result is 0 (inactive). (4) The drug is O=c1c(Sc2c(SCSc3cnc4ccccc4c3Sc3c[nH]c4ccccc4c3=O)cnc3ccccc23)c[nH]c2ccccc12. The result is 0 (inactive). (5) The molecule is CCCC[Sn](CCCC)(OC(=O)c1cc(F)ccc1F)OC(=O)c1cc(F)ccc1F. The result is 0 (inactive). (6) The compound is O=c1n(C2CCCCC2)c(=C(Cl)Cl)c(=C(Cl)Cl)n1C1CCCCC1. The result is 0 (inactive). (7) The drug is c1ccc(N=C(N2CCCC2)N(CCN2CCCC2)c2ccccc2)cc1. The result is 0 (inactive).